Task: Predict which catalyst facilitates the given reaction.. Dataset: Catalyst prediction with 721,799 reactions and 888 catalyst types from USPTO (1) Reactant: [F:1][C:2]([F:21])([F:20])[C:3]1[CH:8]=[CH:7][C:6]([C:9]2([NH2:19])[C:18]3[N:17]=[CH:16][CH:15]=[CH:14][C:13]=3[CH2:12][CH2:11][CH2:10]2)=[CH:5][CH:4]=1.C(Cl)Cl.CCN(C(C)C)C(C)C.[C:34](Cl)(=[O:41])[C:35]1[CH:40]=[CH:39][CH:38]=[CH:37][CH:36]=1. Product: [F:21][C:2]([F:1])([F:20])[C:3]1[CH:8]=[CH:7][C:6]([C:9]2([NH:19][C:34](=[O:41])[C:35]3[CH:40]=[CH:39][CH:38]=[CH:37][CH:36]=3)[C:18]3[N:17]=[CH:16][CH:15]=[CH:14][C:13]=3[CH2:12][CH2:11][CH2:10]2)=[CH:5][CH:4]=1. The catalyst class is: 6. (2) Reactant: Br[C:2]1[CH:3]=[CH:4][C:5]2[C:11]3[S:12][C:13]([C:15]([N:17]([C:19]4[CH:24]=[CH:23][CH:22]=[CH:21][C:20]=4[Cl:25])[CH3:18])=[O:16])=[CH:14][C:10]=3[CH2:9][CH2:8][O:7][C:6]=2[CH:26]=1.[CH3:27][C:28]([O-])=O.[K+]. Product: [Cl:25][C:20]1[CH:21]=[CH:22][CH:23]=[CH:24][C:19]=1[N:17]([CH3:18])[C:15]([C:13]1[S:12][C:11]2[C:5]3[CH:4]=[CH:3][C:2]([C:28]4[CH:27]=[CH:18][N:17]=[CH:15][CH:13]=4)=[CH:26][C:6]=3[O:7][CH2:8][CH2:9][C:10]=2[CH:14]=1)=[O:16]. The catalyst class is: 144. (3) Reactant: [CH:1]([O:4][C:5]1([C:8]2[CH:13]=[CH:12][C:11]([C:14]#[C:15][C:16]3[CH:21]=[CH:20][C:19]([CH2:22][C:23]([O:25]C)=[O:24])=[CH:18][CH:17]=3)=[CH:10][CH:9]=2)[CH2:7][CH2:6]1)([CH3:3])[CH3:2].[OH-].[Na+]. Product: [CH:1]([O:4][C:5]1([C:8]2[CH:13]=[CH:12][C:11]([C:14]#[C:15][C:16]3[CH:21]=[CH:20][C:19]([CH2:22][C:23]([OH:25])=[O:24])=[CH:18][CH:17]=3)=[CH:10][CH:9]=2)[CH2:7][CH2:6]1)([CH3:3])[CH3:2]. The catalyst class is: 199. (4) Reactant: [CH2:1]([OH:7])[CH2:2][CH2:3][CH2:4][CH:5]=[CH2:6].C(N(CC)CC)C.[C:15]1([CH3:25])[CH:20]=[CH:19][C:18]([S:21](Cl)(=[O:23])=[O:22])=[CH:17][CH:16]=1. Product: [CH3:25][C:15]1[CH:20]=[CH:19][C:18]([S:21]([O:7][CH2:1][CH2:2][CH2:3][CH2:4][CH:5]=[CH2:6])(=[O:23])=[O:22])=[CH:17][CH:16]=1. The catalyst class is: 4. (5) Reactant: [Cl:1][C:2]1[CH:3]=[C:4]([O:9][CH2:10][C:11]2[C:16]([F:17])=[CH:15][CH:14]=[CH:13][C:12]=2[F:18])[C:5]([NH2:8])=[N:6][CH:7]=1.Cl[CH:20]([C:26]([CH3:28])=O)[C:21]([O:23][CH2:24][CH3:25])=[O:22]. Product: [Cl:1][C:2]1[CH:3]=[C:4]([O:9][CH2:10][C:11]2[C:12]([F:18])=[CH:13][CH:14]=[CH:15][C:16]=2[F:17])[C:5]2[N:6]([C:20]([C:21]([O:23][CH2:24][CH3:25])=[O:22])=[C:26]([CH3:28])[N:8]=2)[CH:7]=1. The catalyst class is: 8. (6) Reactant: [CH3:1][C:2]1[N:7]([C:8]2[CH:13]=[CH:12][CH:11]=[C:10]([C:14]([F:17])([F:16])[F:15])[CH:9]=2)[C:6](=[O:18])[C:5]([C:19]([O:21][CH2:22][CH3:23])=[O:20])=[CH:4][CH:3]=1.[I:24]N1C(=O)CCC1=O. Product: [I:24][C:3]1[CH:4]=[C:5]([C:19]([O:21][CH2:22][CH3:23])=[O:20])[C:6](=[O:18])[N:7]([C:8]2[CH:13]=[CH:12][CH:11]=[C:10]([C:14]([F:17])([F:15])[F:16])[CH:9]=2)[C:2]=1[CH3:1]. The catalyst class is: 157. (7) Reactant: [O:1]=[C:2]1[N:6]2[CH2:7][C@H:8]([NH:10][S:11]([C:14]3[C:15](Cl)=[N:16][CH:17]=[CH:18][CH:19]=3)(=[O:13])=[O:12])[CH2:9][C@H:5]2[CH2:4][N:3]1[C:21]1[CH:26]=[CH:25][C:24]([O:27][C:28]([F:31])([F:30])[F:29])=[CH:23][CH:22]=1.C([O-])(O)=[O:33].[Na+]. Product: [O:1]=[C:2]1[N:6]2[CH2:7][C@H:8]([NH:10][S:11]([C:14]3[C:15]([OH:33])=[N:16][CH:17]=[CH:18][CH:19]=3)(=[O:13])=[O:12])[CH2:9][C@H:5]2[CH2:4][N:3]1[C:21]1[CH:26]=[CH:25][C:24]([O:27][C:28]([F:31])([F:30])[F:29])=[CH:23][CH:22]=1. The catalyst class is: 33. (8) Reactant: [CH3:1][Si:2]([CH3:11])([CH3:10])[O:3][C:4](/[C:6](/[CH3:9])=[CH:7]/[CH3:8])=[CH2:5].[N+:12]([C:15]1[CH:22]=[N:21][CH:20]=[CH:19][C:16]=1[CH:17]=[O:18])([O-:14])=[O:13].CC(C)(C)/C(/O)=C/C(C(C(C(F)(F)F)(F)F)(F)F)=O.CC(C)(C)/C(/O)=C/C(C(C(C(F)(F)F)(F)F)(F)F)=O.CC(C)(C)/C(/O)=C/C(C(C(C(F)(F)F)(F)F)(F)F)=O.[Eu]. Product: [CH3:9][C:6]1[C@@H:7]([CH3:8])[O:18][C@@H:17]([C:16]2[CH:19]=[CH:20][N:21]=[CH:22][C:15]=2[N+:12]([O-:14])=[O:13])[CH2:5][C:4]=1[O:3][Si:2]([CH3:10])([CH3:11])[CH3:1]. The catalyst class is: 22.